From a dataset of Catalyst prediction with 721,799 reactions and 888 catalyst types from USPTO. Predict which catalyst facilitates the given reaction. (1) Reactant: Br[C:2]1[CH:3]=[CH:4][C:5]([O:10][CH:11]2[CH2:14][O:13][CH2:12]2)=[C:6]([CH:9]=1)[C:7]#[N:8].[B:15]1([B:15]2[O:19][C:18]([CH3:21])([CH3:20])[C:17]([CH3:23])([CH3:22])[O:16]2)[O:19][C:18]([CH3:21])([CH3:20])[C:17]([CH3:23])([CH3:22])[O:16]1.C([O-])(=O)C.[K+]. Product: [O:13]1[CH2:14][CH:11]([O:10][C:5]2[CH:4]=[CH:3][C:2]([B:15]3[O:19][C:18]([CH3:21])([CH3:20])[C:17]([CH3:23])([CH3:22])[O:16]3)=[CH:9][C:6]=2[C:7]#[N:8])[CH2:12]1. The catalyst class is: 75. (2) Reactant: [CH3:1][CH:2]([CH3:14])[CH2:3][N:4]1[CH:8]([C:9]([OH:11])=O)[CH2:7][CH2:6][S:5]1(=[O:13])=[O:12].[F:15][C:16]1[CH:21]=[CH:20][C:19]([CH2:22][NH2:23])=[C:18]([C:24]([F:27])([F:26])[F:25])[CH:17]=1.C(N(C(C)C)CC)(C)C.ON1C2C=CC=CC=2N=N1.Cl.CN(C)CCCN=C=NCC. Product: [F:15][C:16]1[CH:21]=[CH:20][C:19]([CH2:22][NH:23][C:9]([CH:8]2[CH2:7][CH2:6][S:5](=[O:13])(=[O:12])[N:4]2[CH2:3][CH:2]([CH3:1])[CH3:14])=[O:11])=[C:18]([C:24]([F:25])([F:26])[F:27])[CH:17]=1. The catalyst class is: 35. (3) Product: [Cl:1][C:2]1[CH:3]=[C:4]2[C:9](=[CH:10][C:11]=1[C:12]([N:57]1[CH:60]([CH3:61])[CH:62]=[CH:56][CH:54]1[CH3:55])=[O:14])[N:8]=[CH:7][N:6]=[C:5]2[NH:15][CH:16]([C:18]1[NH:22][C:21]2[CH:23]=[CH:24][C:25]([Cl:27])=[CH:26][C:20]=2[N:19]=1)[CH3:17]. Reactant: [Cl:1][C:2]1[CH:3]=[C:4]2[C:9](=[CH:10][C:11]=1[C:12]([OH:14])=O)[N:8]=[CH:7][N:6]=[C:5]2[NH:15][CH:16]([C:18]1[NH:22][C:21]2[CH:23]=[CH:24][C:25]([Cl:27])=[CH:26][C:20]=2[N:19]=1)[CH3:17].FC1C(OC(N(C)C)=[N+](C)C)=C(F)C(F)=C(F)C=1F.F[P-](F)(F)(F)(F)F.[CH:54]([N:57]([CH:60]([CH3:62])[CH3:61])CC)([CH3:56])[CH3:55].CC1C=CC(C)N1. The catalyst class is: 16.